This data is from CYP2C19 inhibition data for predicting drug metabolism from PubChem BioAssay. The task is: Regression/Classification. Given a drug SMILES string, predict its absorption, distribution, metabolism, or excretion properties. Task type varies by dataset: regression for continuous measurements (e.g., permeability, clearance, half-life) or binary classification for categorical outcomes (e.g., BBB penetration, CYP inhibition). Dataset: cyp2c19_veith. (1) The compound is CC(C)NC(=O)N1CC[C@@]2(CCCN(C(=O)c3ccco3)C2)C1. The result is 0 (non-inhibitor). (2) The drug is Cc1cccc(NC(=O)CCS(=O)(=O)c2cccc3nsnc23)c1C. The result is 1 (inhibitor). (3) The molecule is Cc1cnc(CNc2ccnc(-c3ccccc3C)n2)cn1. The result is 0 (non-inhibitor). (4) The drug is O=C(O)[C@@H]1C[C@H]2C[C@@H](CP(=O)(O)O)CC[C@H]2CN1. The result is 0 (non-inhibitor). (5) The drug is Cc1ccccc1-c1nc(CS(=O)CC(=O)N2CCC3(CC2)OCCO3)c(C)o1. The result is 1 (inhibitor). (6) The molecule is COC(=O)[C@@]1(Cc2ccc(F)cc2)[C@H]2c3cc(C(=O)N(C)C)n(CCc4ccc(O)c(O)c4)c3C[C@H]2CN1C(=O)c1ccccc1. The result is 1 (inhibitor). (7) The compound is C#C[C@@]1(O)CC[C@@H]2[C@@H]3CCC4=C(CCC(=O)C4)[C@H]3CC[C@]21C. The result is 1 (inhibitor). (8) The compound is COc1ccc(-c2nc3cnc(N(C)C)nc3n(-c3ccccc3)c2=O)cc1. The result is 0 (non-inhibitor). (9) The molecule is COC(=O)[C@@]1(Cc2ccccc2)[C@H]2c3cc(C(=O)N4CCCC4)n(Cc4ccc(O)c(OC)c4)c3C[C@H]2CN1C(=O)c1ccccc1. The result is 1 (inhibitor). (10) The molecule is Cn1c(SCC(=O)N2CCCC2)nnc1-c1ccc(S(=O)(=O)N2CCCC2)cc1. The result is 0 (non-inhibitor).